Dataset: Full USPTO retrosynthesis dataset with 1.9M reactions from patents (1976-2016). Task: Predict the reactants needed to synthesize the given product. (1) Given the product [Br:1][C:2]1[CH:3]=[CH:4][C:5]([O:6][C:7]2[CH:12]=[CH:11][CH:10]=[CH:9][C:8]=2[NH:13][S:14]([C:17]2[CH:25]=[CH:24][C:20]([C:21]([NH:43][CH2:42][CH2:41][N:38]3[CH2:37][CH2:36][N:35]([CH2:34][C:29]4[CH:30]=[CH:31][CH:32]=[CH:33][N:28]=4)[CH2:40][CH2:39]3)=[O:22])=[CH:19][CH:18]=2)(=[O:16])=[O:15])=[CH:26][CH:27]=1, predict the reactants needed to synthesize it. The reactants are: [Br:1][C:2]1[CH:27]=[CH:26][C:5]([O:6][C:7]2[CH:12]=[CH:11][CH:10]=[CH:9][C:8]=2[NH:13][S:14]([C:17]2[CH:25]=[CH:24][C:20]([C:21](O)=[O:22])=[CH:19][CH:18]=2)(=[O:16])=[O:15])=[CH:4][CH:3]=1.[N:28]1[CH:33]=[CH:32][CH:31]=[CH:30][C:29]=1[CH2:34][N:35]1[CH2:40][CH2:39][N:38]([CH2:41][CH2:42][NH2:43])[CH2:37][CH2:36]1. (2) Given the product [CH2:3]([O:10][C:11]([N:13]1[CH2:18][CH2:17][N:16]([CH2:33][CH:30]2[CH2:31][CH2:32][N:27]([C:25]([O:24][C:20]([CH3:21])([CH3:23])[CH3:22])=[O:26])[CH2:28][CH2:29]2)[C:15](=[O:19])[CH2:14]1)=[O:12])[C:4]1[CH:5]=[CH:6][CH:7]=[CH:8][CH:9]=1, predict the reactants needed to synthesize it. The reactants are: [H-].[Na+].[CH2:3]([O:10][C:11]([N:13]1[CH2:18][CH2:17][NH:16][C:15](=[O:19])[CH2:14]1)=[O:12])[C:4]1[CH:9]=[CH:8][CH:7]=[CH:6][CH:5]=1.[C:20]([O:24][C:25]([N:27]1[CH2:32][CH2:31][CH:30]([CH2:33]Br)[CH2:29][CH2:28]1)=[O:26])([CH3:23])([CH3:22])[CH3:21]. (3) Given the product [S:12]([OH:16])([OH:15])(=[O:14])=[O:13].[CH3:11][N:2]([CH3:1])[C@H:3]([C:8]([OH:10])=[O:9])[CH2:4][C:5]([OH:7])=[O:6], predict the reactants needed to synthesize it. The reactants are: [CH3:1][N:2]([CH3:11])[C@H:3]([C:8]([OH:10])=[O:9])[CH2:4][C:5]([OH:7])=[O:6].[S:12](=[O:16])(=[O:15])([OH:14])[OH:13]. (4) Given the product [CH2:1]([N:8]1[CH2:13][CH2:12][O:11][C@H:10]([CH2:14][O:15][C:16]2[CH:21]=[CH:20][C:19]([C:24]3[CH:25]=[N:39][CH:27]=[CH:28][CH:23]=3)=[CH:18][CH:17]=2)[CH2:9]1)[C:2]1[CH:7]=[CH:6][CH:5]=[CH:4][CH:3]=1, predict the reactants needed to synthesize it. The reactants are: [CH2:1]([N:8]1[CH2:13][CH2:12][O:11][C@H:10]([CH2:14][O:15][C:16]2[CH:21]=[CH:20][C:19](Br)=[CH:18][CH:17]=2)[CH2:9]1)[C:2]1[CH:7]=[CH:6][CH:5]=[CH:4][CH:3]=1.[C:23]1(B(O)O)[CH:28]=[CH:27]C=[CH:25][CH:24]=1.C(=O)([O-])[O-].[K+].[K+].C[N:39](C=O)C.O. (5) Given the product [N+:9]([C:12]1[CH:17]=[C:16]([CH3:18])[C:15]([S:1][C:2]2[CH:7]=[CH:6][CH:5]=[C:4]([OH:8])[CH:3]=2)=[CH:14][C:13]=1[CH3:20])([O-:11])=[O:10], predict the reactants needed to synthesize it. The reactants are: [SH:1][C:2]1[CH:3]=[C:4]([OH:8])[CH:5]=[CH:6][CH:7]=1.[N+:9]([C:12]1[CH:17]=[C:16]([CH3:18])[C:15](Br)=[CH:14][C:13]=1[CH3:20])([O-:11])=[O:10].C([O-])([O-])=O.[K+].[K+].Cl. (6) Given the product [F:23][C:24]1[CH:33]=[CH:32][C:27]([C:28]([OH:30])=[O:29])=[C:26]([O:34][CH2:35][CH2:36][CH2:37][NH:38][C:39]([O:41][C:42]([CH3:45])([CH3:44])[CH3:43])=[O:40])[CH:25]=1, predict the reactants needed to synthesize it. The reactants are: FC1C=CC(C(O)=O)=C(OCCC(N=C=O)OC(C)(C)C)C=1.[F:23][C:24]1[CH:33]=[CH:32][C:27]([C:28]([O:30]C)=[O:29])=[C:26]([O:34][CH2:35][CH2:36][CH2:37][NH:38][C:39]([O:41][C:42]([CH3:45])([CH3:44])[CH3:43])=[O:40])[CH:25]=1. (7) Given the product [Cl:1][C:2]1[CH:14]=[C:13]2[C:5]([C:6]3[C:7](=[O:23])[C:8]4[CH:20]=[CH:19][C:18]([OH:21])=[CH:17][C:9]=4[C:10]([CH3:16])([CH3:15])[C:11]=3[NH:12]2)=[CH:4][C:3]=1[CH3:24], predict the reactants needed to synthesize it. The reactants are: [Cl:1][C:2]1[CH:14]=[C:13]2[C:5]([C:6]3[C:7](=[O:23])[C:8]4[CH:20]=[CH:19][C:18]([O:21]C)=[CH:17][C:9]=4[C:10]([CH3:16])([CH3:15])[C:11]=3[NH:12]2)=[CH:4][C:3]=1[CH3:24].[Cl-].[NH+]1C=CC=CC=1.O.